This data is from Peptide-MHC class II binding affinity with 134,281 pairs from IEDB. The task is: Regression. Given a peptide amino acid sequence and an MHC pseudo amino acid sequence, predict their binding affinity value. This is MHC class II binding data. (1) The peptide sequence is RCALHWFPGSHLLHV. The MHC is DRB4_0101 with pseudo-sequence DRB4_0103. The binding affinity (normalized) is 0.582. (2) The peptide sequence is QKLLLEEGVPSHIMS. The binding affinity (normalized) is 0.0896. The MHC is DRB1_0802 with pseudo-sequence DRB1_0802. (3) The peptide sequence is EYGNLSLSGIAQSASD. The MHC is DRB3_0301 with pseudo-sequence DRB3_0301. The binding affinity (normalized) is 0.607. (4) The peptide sequence is RHYLHTLWKAGILYK. The MHC is DRB1_0901 with pseudo-sequence DRB1_0901. The binding affinity (normalized) is 0.548. (5) The peptide sequence is PRGGPGRSYAADAGY. The MHC is DRB1_0101 with pseudo-sequence DRB1_0101. The binding affinity (normalized) is 0.225.